Predict the product of the given reaction. From a dataset of Forward reaction prediction with 1.9M reactions from USPTO patents (1976-2016). (1) Given the reactants [NH2:1][C:2]1[C:7]2[C:8]([C:11]3[CH:16]=[CH:15][C:14]([NH:17][C:18]([C:20]4[N:21]([CH3:29])[C:22]5[C:27]([CH:28]=4)=[CH:26][CH:25]=[CH:24][CH:23]=5)=[O:19])=[C:13]([O:30][CH3:31])[CH:12]=3)=[CH:9][S:10][C:6]=2[C:5](/[CH:32]=[CH:33]/[CH2:34][CH2:35][N:36]2[CH2:41][CH2:40][CH:39]([NH:42]C(=O)OC(C)(C)C)[CH2:38][CH2:37]2)=[CH:4][N:3]=1.CC[NH+](CC)CC.CC[NH+](CC)CC.C([O-])([O-])=O, predict the reaction product. The product is: [NH2:1][C:2]1[C:7]2[C:8]([C:11]3[CH:16]=[CH:15][C:14]([NH:17][C:18]([C:20]4[N:21]([CH3:29])[C:22]5[C:27]([CH:28]=4)=[CH:26][CH:25]=[CH:24][CH:23]=5)=[O:19])=[C:13]([O:30][CH3:31])[CH:12]=3)=[CH:9][S:10][C:6]=2[C:5](/[CH:32]=[CH:33]/[CH2:34][CH2:35][N:36]2[CH2:37][CH2:38][CH:39]([NH2:42])[CH2:40][CH2:41]2)=[CH:4][N:3]=1. (2) Given the reactants C([N:8]1[C@@H:13]2[C@H:14]([C:16](=[O:21])[N:17]([O:19][CH3:20])[CH3:18])[CH2:15][C@@:9]1([C:38]1[CH:43]=[CH:42][CH:41]=[CH:40][CH:39]=1)[C@H:10]([O:22][CH2:23][C:24]1[CH:29]=[C:28]([C:30]([F:33])([F:32])[F:31])[CH:27]=[C:26]([C:34]([F:37])([F:36])[F:35])[CH:25]=1)[CH2:11][CH2:12]2)C1C=CC=CC=1, predict the reaction product. The product is: [F:37][C:34]([F:35])([F:36])[C:26]1[CH:25]=[C:24]([CH2:23][O:22][C@@H:10]2[CH2:11][CH2:12][C@@H:13]3[NH:8][C@@:9]2([C:38]2[CH:43]=[CH:42][CH:41]=[CH:40][CH:39]=2)[CH2:15][C@H:14]3[C:16](=[O:21])[N:17]([O:19][CH3:20])[CH3:18])[CH:29]=[C:28]([C:30]([F:33])([F:32])[F:31])[CH:27]=1. (3) Given the reactants C([O:3][P:4]([CH2:9]/[CH:10]=[CH:11]/[C:12]1[CH:17]=[C:16]([CH3:18])[C:15]([C:19]2[NH:23][C:22]3[CH:24]=[C:25]([C:28]4[O:29][C:30]([C:33]5[CH:38]=[CH:37][C:36]([Cl:39])=[CH:35][CH:34]=5)=[N:31][N:32]=4)[CH:26]=[CH:27][C:21]=3[N:20]=2)=[C:14]([CH3:40])[CH:13]=1)(=[O:8])[O:5]CC)C.C[Si](Br)(C)C, predict the reaction product. The product is: [Cl:39][C:36]1[CH:37]=[CH:38][C:33]([C:30]2[O:29][C:28]([C:25]3[CH:26]=[CH:27][C:21]4[N:20]=[C:19]([C:15]5[C:16]([CH3:18])=[CH:17][C:12]([CH2:11][CH2:10][CH2:9][P:4](=[O:3])([OH:8])[OH:5])=[CH:13][C:14]=5[CH3:40])[NH:23][C:22]=4[CH:24]=3)=[N:32][N:31]=2)=[CH:34][CH:35]=1. (4) Given the reactants [OH:1][CH2:2][C:3]1[CH:8]=[CH:7][N:6]=[C:5]([C:9]2[CH:14]=[CH:13][CH:12]=[C:11]([CH3:15])[N:10]=2)[C:4]=1[C:16]1[CH:17]=[CH:18][C:19]2[N:20]([C:22]([C:25]#[N:26])=[CH:23][N:24]=2)[CH:21]=1.CC(OI1(OC(C)=O)(OC(C)=O)OC(=O)C2C=CC=CC1=2)=O, predict the reaction product. The product is: [CH:2]([C:3]1[CH:8]=[CH:7][N:6]=[C:5]([C:9]2[CH:14]=[CH:13][CH:12]=[C:11]([CH3:15])[N:10]=2)[C:4]=1[C:16]1[CH:17]=[CH:18][C:19]2[N:20]([C:22]([C:25]#[N:26])=[CH:23][N:24]=2)[CH:21]=1)=[O:1]. (5) Given the reactants I([O-])(=O)(=O)=[O:2].[Na+].[CH3:7][O:8][C:9]([C:11]1[CH:12]=[CH:13][N:14]2[C:19]=1[C:18](=[O:20])[N:17]([CH2:21][C:22]1[CH:27]=[CH:26][CH:25]=[CH:24][CH:23]=1)[C:16]([CH:28]=CN(C)C)=[N:15]2)=[O:10], predict the reaction product. The product is: [CH3:7][O:8][C:9]([C:11]1[CH:12]=[CH:13][N:14]2[C:19]=1[C:18](=[O:20])[N:17]([CH2:21][C:22]1[CH:23]=[CH:24][CH:25]=[CH:26][CH:27]=1)[C:16]([CH:28]=[O:2])=[N:15]2)=[O:10]. (6) Given the reactants [C:1]([O:5][C:6](=[O:40])[C:7]1[CH:12]=[CH:11][CH:10]=[C:9]([CH2:13][CH:14]([NH:28][C:29](=[O:37])[CH2:30][CH:31]2[CH2:36][CH2:35][NH:34][CH2:33][CH2:32]2)[B:15]2[O:23][CH:22]3[C:17]([CH3:27])([CH:18]4[CH2:24][CH:20]([CH2:21]3)[C:19]4([CH3:26])[CH3:25])[O:16]2)[C:8]=1[O:38][CH3:39])([CH3:4])([CH3:3])[CH3:2].C(=O)([O-])[O-].[K+].[K+].Br[CH2:48][C:49]#[N:50], predict the reaction product. The product is: [C:1]([O:5][C:6](=[O:40])[C:7]1[CH:12]=[CH:11][CH:10]=[C:9]([CH2:13][CH:14]([NH:28][C:29](=[O:37])[CH2:30][CH:31]2[CH2:32][CH2:33][N:34]([CH2:48][C:49]#[N:50])[CH2:35][CH2:36]2)[B:15]2[O:23][CH:22]3[C:17]([CH3:27])([CH:18]4[CH2:24][CH:20]([CH2:21]3)[C:19]4([CH3:25])[CH3:26])[O:16]2)[C:8]=1[O:38][CH3:39])([CH3:2])([CH3:3])[CH3:4]. (7) Given the reactants [NH2:1][C:2]1[CH:3]=[C:4]([C:12]([N:14]2[CH2:19][CH2:18][N:17]([CH:20]([CH3:22])[CH3:21])[CH2:16][CH2:15]2)=O)[CH:5]=[C:6]([C:8]([F:11])([F:10])[F:9])[CH:7]=1.B.C1COCC1.Cl.O, predict the reaction product. The product is: [CH:20]([N:17]1[CH2:16][CH2:15][N:14]([CH2:12][C:4]2[CH:3]=[C:2]([CH:7]=[C:6]([C:8]([F:11])([F:10])[F:9])[CH:5]=2)[NH2:1])[CH2:19][CH2:18]1)([CH3:22])[CH3:21].